Dataset: Forward reaction prediction with 1.9M reactions from USPTO patents (1976-2016). Task: Predict the product of the given reaction. Given the reactants [CH:1]1([C:7](=[O:17])[CH2:8][NH:9][C:10](=[O:16])OC(C)(C)C)[CH2:6][CH2:5][CH2:4][CH2:3][CH2:2]1.FC(F)(F)C(O)=O.NCC(C1CCCCC1)=O.[Cl:35][C:36]1[CH:41]=[CH:40][C:39]([N:42]2[C:46]([CH3:47])=[C:45](C(O)=O)[N:44]=[C:43]2[C:51]2[CH:56]=[CH:55][C:54]([Cl:57])=[CH:53][C:52]=2[Cl:58])=[CH:38][CH:37]=1.CCN=C=NCCCN(C)C.C1C=CC2N(O)N=NC=2C=1.CN1CCOCC1, predict the reaction product. The product is: [Cl:35][C:36]1[CH:37]=[CH:38][C:39]([N:42]2[C:46]([CH3:47])=[C:45]([C:10]([NH:9][CH2:8][C:7]([CH:1]3[CH2:2][CH2:3][CH2:4][CH2:5][CH2:6]3)=[O:17])=[O:16])[N:44]=[C:43]2[C:51]2[CH:56]=[CH:55][C:54]([Cl:57])=[CH:53][C:52]=2[Cl:58])=[CH:40][CH:41]=1.